The task is: Predict the product of the given reaction.. This data is from Forward reaction prediction with 1.9M reactions from USPTO patents (1976-2016). (1) Given the reactants C([O:5][C:6](=[O:21])[CH2:7][CH2:8][C@@H:9]([NH:13]C(OC(C)(C)C)=O)[C:10](O)=[O:11])(C)(C)C.CCN=C=NCCCN(C)C.[ClH:33].[CH2:34]([N:38]1[CH:42]=[C:41]([NH:43][C:44]([NH:46][C:47]2[CH:52]=[CH:51][C:50]([O:53][C:54]([F:57])([F:56])[F:55])=[CH:49][CH:48]=2)=[O:45])[N:40]=[C:39]1[C:58]([NH:60][CH2:61][CH2:62][OH:63])=[O:59])[CH2:35][CH2:36][CH3:37], predict the reaction product. The product is: [ClH:33].[NH2:13][C@@H:9]([C:10]([O:63][CH2:62][CH2:61][NH:60][C:58]([C:39]1[N:38]([CH2:34][CH2:35][CH2:36][CH3:37])[CH:42]=[C:41]([NH:43][C:44]([NH:46][C:47]2[CH:48]=[CH:49][C:50]([O:53][C:54]([F:55])([F:56])[F:57])=[CH:51][CH:52]=2)=[O:45])[N:40]=1)=[O:59])=[O:11])[CH2:8][CH2:7][C:6]([OH:21])=[O:5]. (2) Given the reactants [CH3:1][S-:2].[Na+].[Na+].Cl[C:6]1[CH:14]=[C:13]([C:15]([F:18])([F:17])[F:16])[CH:12]=[CH:11][C:7]=1[C:8]([O-:10])=[O:9], predict the reaction product. The product is: [CH3:1][S:2][C:6]1[CH:14]=[C:13]([C:15]([F:18])([F:17])[F:16])[CH:12]=[CH:11][C:7]=1[C:8]([OH:10])=[O:9].